Predict the reaction yield, written as a fraction of the theoretical maximum amount of product (1.0 means a 100% yield; for example, 0.34 means a 34% yield). From a dataset of Reaction yield outcomes from USPTO patents with 853,638 reactions. (1) The reactants are [F:1][C:2]1[CH:3]=[C:4]([CH:31]=[CH:32][C:33]=1[NH:34][C:35]([C:37]1([C:40](=[O:49])[NH:41][C:42]2[CH:47]=[CH:46][C:45]([F:48])=[CH:44][CH:43]=2)[CH2:39][CH2:38]1)=[O:36])[O:5][C:6]1[CH:11]=[CH:10][N:9]=[C:8]([N:12](C(OC2C=CC=CC=2)=O)[C:13](=O)[O:14]C2C=CC=CC=2)[CH:7]=1.[CH3:50][N:51]([CH3:57])[C@H:52]1[CH2:56][CH2:55][NH:54][CH2:53]1. The catalyst is CN(C)C=O. The product is [CH3:50][N:51]([CH3:57])[C@H:52]1[CH2:56][CH2:55][N:54]([C:13]([NH:12][C:8]2[CH:7]=[C:6]([O:5][C:4]3[CH:31]=[CH:32][C:33]([NH:34][C:35]([C:37]4([C:40]([NH:41][C:42]5[CH:43]=[CH:44][C:45]([F:48])=[CH:46][CH:47]=5)=[O:49])[CH2:39][CH2:38]4)=[O:36])=[C:2]([F:1])[CH:3]=3)[CH:11]=[CH:10][N:9]=2)=[O:14])[CH2:53]1. The yield is 0.358. (2) The reactants are [CH3:1][C:2]1[C:10]2[C:5](=[C:6]([NH:11][S:12]([C:15]3[S:16][CH:17]=[CH:18][CH:19]=3)(=[O:14])=[O:13])[CH:7]=[CH:8][CH:9]=2)[NH:4][C:3]=1[C:20]([O:22]CC)=[O:21].[OH-].[Na+].O1CCCC1. The catalyst is C(O)C. The product is [CH3:1][C:2]1[C:10]2[C:5](=[C:6]([NH:11][S:12]([C:15]3[S:16][CH:17]=[CH:18][CH:19]=3)(=[O:14])=[O:13])[CH:7]=[CH:8][CH:9]=2)[NH:4][C:3]=1[C:20]([OH:22])=[O:21]. The yield is 0.940.